Dataset: NCI-60 drug combinations with 297,098 pairs across 59 cell lines. Task: Regression. Given two drug SMILES strings and cell line genomic features, predict the synergy score measuring deviation from expected non-interaction effect. (1) Drug 1: CN(CC1=CN=C2C(=N1)C(=NC(=N2)N)N)C3=CC=C(C=C3)C(=O)NC(CCC(=O)O)C(=O)O. Drug 2: CS(=O)(=O)OCCCCOS(=O)(=O)C. Cell line: DU-145. Synergy scores: CSS=35.1, Synergy_ZIP=0.314, Synergy_Bliss=0.678, Synergy_Loewe=-10.2, Synergy_HSA=-3.81. (2) Drug 1: C1CCC(CC1)NC(=O)N(CCCl)N=O. Drug 2: B(C(CC(C)C)NC(=O)C(CC1=CC=CC=C1)NC(=O)C2=NC=CN=C2)(O)O. Cell line: RXF 393. Synergy scores: CSS=13.8, Synergy_ZIP=-5.25, Synergy_Bliss=-4.64, Synergy_Loewe=-3.48, Synergy_HSA=-3.50. (3) Drug 1: C1CCC(CC1)NC(=O)N(CCCl)N=O. Drug 2: CN(C)C1=NC(=NC(=N1)N(C)C)N(C)C. Cell line: NCI-H226. Synergy scores: CSS=12.2, Synergy_ZIP=-0.140, Synergy_Bliss=2.38, Synergy_Loewe=-8.29, Synergy_HSA=-0.127. (4) Drug 1: C1=NC2=C(N1)C(=S)N=C(N2)N. Drug 2: CC1CCC2CC(C(=CC=CC=CC(CC(C(=O)C(C(C(=CC(C(=O)CC(OC(=O)C3CCCCN3C(=O)C(=O)C1(O2)O)C(C)CC4CCC(C(C4)OC)OCCO)C)C)O)OC)C)C)C)OC. Cell line: 786-0. Synergy scores: CSS=43.7, Synergy_ZIP=-6.18, Synergy_Bliss=-5.02, Synergy_Loewe=0.00612, Synergy_HSA=0.781. (5) Drug 1: CS(=O)(=O)C1=CC(=C(C=C1)C(=O)NC2=CC(=C(C=C2)Cl)C3=CC=CC=N3)Cl. Drug 2: CCC1(C2=C(COC1=O)C(=O)N3CC4=CC5=C(C=CC(=C5CN(C)C)O)N=C4C3=C2)O.Cl. Cell line: PC-3. Synergy scores: CSS=7.09, Synergy_ZIP=-4.31, Synergy_Bliss=-1.76, Synergy_Loewe=-10.9, Synergy_HSA=-2.51. (6) Drug 1: CN1C(=O)N2C=NC(=C2N=N1)C(=O)N. Drug 2: C1CC(=O)NC(=O)C1N2C(=O)C3=CC=CC=C3C2=O. Cell line: SF-295. Synergy scores: CSS=-0.0710, Synergy_ZIP=0.780, Synergy_Bliss=2.13, Synergy_Loewe=1.37, Synergy_HSA=-0.00704. (7) Drug 1: CC1OCC2C(O1)C(C(C(O2)OC3C4COC(=O)C4C(C5=CC6=C(C=C35)OCO6)C7=CC(=C(C(=C7)OC)O)OC)O)O. Drug 2: CCCCC(=O)OCC(=O)C1(CC(C2=C(C1)C(=C3C(=C2O)C(=O)C4=C(C3=O)C=CC=C4OC)O)OC5CC(C(C(O5)C)O)NC(=O)C(F)(F)F)O. Cell line: OVCAR-8. Synergy scores: CSS=15.1, Synergy_ZIP=-0.278, Synergy_Bliss=-0.362, Synergy_Loewe=-0.300, Synergy_HSA=-0.0237. (8) Drug 1: C1CCC(CC1)NC(=O)N(CCCl)N=O. Drug 2: CN1C2=C(C=C(C=C2)N(CCCl)CCCl)N=C1CCCC(=O)O.Cl. Cell line: KM12. Synergy scores: CSS=21.2, Synergy_ZIP=-2.59, Synergy_Bliss=0.592, Synergy_Loewe=7.18, Synergy_HSA=7.32. (9) Drug 2: COCCOC1=C(C=C2C(=C1)C(=NC=N2)NC3=CC=CC(=C3)C#C)OCCOC.Cl. Synergy scores: CSS=1.40, Synergy_ZIP=-0.115, Synergy_Bliss=0.960, Synergy_Loewe=-4.78, Synergy_HSA=-0.470. Cell line: OVCAR-5. Drug 1: CN(C(=O)NC(C=O)C(C(C(CO)O)O)O)N=O. (10) Drug 1: CCCS(=O)(=O)NC1=C(C(=C(C=C1)F)C(=O)C2=CNC3=C2C=C(C=N3)C4=CC=C(C=C4)Cl)F. Drug 2: CN(C)C1=NC(=NC(=N1)N(C)C)N(C)C. Cell line: SNB-75. Synergy scores: CSS=-4.05, Synergy_ZIP=1.56, Synergy_Bliss=0.239, Synergy_Loewe=-2.03, Synergy_HSA=-2.20.